This data is from Full USPTO retrosynthesis dataset with 1.9M reactions from patents (1976-2016). The task is: Predict the reactants needed to synthesize the given product. Given the product [CH3:28][O:25][C:24]([C:23]1[C:17]2[O:16][B:15]([OH:27])[C@@H:14]([NH:13][C:11](=[O:12])[CH2:10][C:6]3[CH:5]=[C:4]4[C:9](=[CH:8][CH:7]=3)[CH2:1][NH:2][CH2:3]4)[CH2:19][C:18]=2[CH:20]=[CH:21][CH:22]=1)=[O:26], predict the reactants needed to synthesize it. The reactants are: [CH2:1]1[C:9]2[C:4](=[CH:5][C:6]([CH2:10][C:11]([NH:13][CH:14]3[CH2:19][C:18]4[CH:20]=[CH:21][CH:22]=[C:23]([C:24]([OH:26])=[O:25])[C:17]=4[O:16][B:15]3[OH:27])=[O:12])=[CH:7][CH:8]=2)[CH2:3][NH:2]1.[CH3:28]O.